From a dataset of Reaction yield outcomes from USPTO patents with 853,638 reactions. Predict the reaction yield, written as a fraction of the theoretical maximum amount of product (1.0 means a 100% yield; for example, 0.34 means a 34% yield). (1) The reactants are [Br:1][C:2]1[CH:17]=[CH:16][C:5]([O:6][CH2:7][C:8]2[CH:15]=[CH:14][C:11]([CH:12]=[O:13])=[CH:10][CH:9]=2)=[CH:4][CH:3]=1.[BH4-].[Na+]. The catalyst is C(O)C. The product is [Br:1][C:2]1[CH:3]=[CH:4][C:5]([O:6][CH2:7][C:8]2[CH:15]=[CH:14][C:11]([CH2:12][OH:13])=[CH:10][CH:9]=2)=[CH:16][CH:17]=1. The yield is 0.960. (2) The reactants are [N+:1]([C:4]1[CH:5]=[C:6]([CH:8]=[CH:9][CH:10]=1)[NH2:7])([O-:3])=[O:2].C(N(CC)CC)C.[C:18](O[C:18]([O:20][C:21]([CH3:24])([CH3:23])[CH3:22])=[O:19])([O:20][C:21]([CH3:24])([CH3:23])[CH3:22])=[O:19]. The catalyst is CN(C1C=CN=CC=1)C.C(Cl)Cl. The product is [N+:1]([C:4]1[CH:5]=[C:6]([NH:7][C:18](=[O:19])[O:20][C:21]([CH3:24])([CH3:23])[CH3:22])[CH:8]=[CH:9][CH:10]=1)([O-:3])=[O:2]. The yield is 0.480. (3) The reactants are [F:1][C:2]([F:15])([F:14])[S:3]([O:6]S(C(F)(F)F)(=O)=O)(=[O:5])=[O:4].O=[C:17]1[CH2:21][CH2:20][CH2:19][CH:18]1[C:22]([O:24][CH3:25])=[O:23].C(N(CC)C(C)C)(C)C. The catalyst is C(Cl)Cl. The product is [CH3:25][O:24][C:22]([C:18]1[CH2:19][CH2:20][CH2:21][C:17]=1[O:6][S:3]([C:2]([F:15])([F:14])[F:1])(=[O:5])=[O:4])=[O:23]. The yield is 0.730. (4) The reactants are [CH2:1]([C:3]1[N:4]([C:28]2[CH:33]=[CH:32][C:31]([OH:34])=[CH:30][CH:29]=2)[C:5](=[O:27])[C:6]([CH2:12][C:13]2[CH:18]=[CH:17][C:16]([C:19]3[C:20]([C:25]#[N:26])=[CH:21][CH:22]=[CH:23][CH:24]=3)=[CH:15][CH:14]=2)=[C:7]([CH2:9][CH2:10][CH3:11])[N:8]=1)[CH3:2].Br[C:36](C)([CH3:42])[C:37](OCC)=O.[C:44](=O)([O-])[O-].[Cs+].[Cs+].CN(C)C=O.C([O:58][CH2:59][CH3:60])(=O)C. No catalyst specified. The product is [CH2:1]([C:3]1[N:4]([C:28]2[CH:33]=[CH:32][C:31]([O:34][C:36]([CH3:42])([CH3:37])[C:59]([OH:58])([CH3:60])[CH3:44])=[CH:30][CH:29]=2)[C:5](=[O:27])[C:6]([CH2:12][C:13]2[CH:18]=[CH:17][C:16]([C:19]3[C:20]([C:25]#[N:26])=[CH:21][CH:22]=[CH:23][CH:24]=3)=[CH:15][CH:14]=2)=[C:7]([CH2:9][CH2:10][CH3:11])[N:8]=1)[CH3:2]. The yield is 0.300. (5) The reactants are Cl[C:2]1[C:7]([CH:8]=[O:9])=[C:6]([Cl:10])[N:5]=[C:4]([S:11][CH3:12])[N:3]=1.[F:13][C:14]1[CH:20]=[CH:19][CH:18]=[C:17]([F:21])[C:15]=1[NH2:16].CCN(CC)CC.O. The catalyst is C(Cl)(Cl)Cl. The product is [Cl:10][C:6]1[C:7]([CH:8]=[O:9])=[C:2]([NH:16][C:15]2[C:14]([F:13])=[CH:20][CH:19]=[CH:18][C:17]=2[F:21])[N:3]=[C:4]([S:11][CH3:12])[N:5]=1. The yield is 0.760. (6) The reactants are [N:1]1[C:10]2[C:5](=[CH:6][C:7]([CH2:11][N:12]3[C:16]4=[N:17][C:18]([C:21]5[CH:28]=[CH:27][C:24]([CH:25]=[O:26])=[CH:23][CH:22]=5)=[CH:19][CH:20]=[C:15]4[N:14]=[N:13]3)=[CH:8][CH:9]=2)[CH:4]=[CH:3][CH:2]=1.[BH4-].[Na+]. The catalyst is CO. The product is [N:1]1[C:10]2[C:5](=[CH:6][C:7]([CH2:11][N:12]3[C:16]4=[N:17][C:18]([C:21]5[CH:28]=[CH:27][C:24]([CH2:25][OH:26])=[CH:23][CH:22]=5)=[CH:19][CH:20]=[C:15]4[N:14]=[N:13]3)=[CH:8][CH:9]=2)[CH:4]=[CH:3][CH:2]=1. The yield is 0.390.